Dataset: Reaction yield outcomes from USPTO patents with 853,638 reactions. Task: Predict the reaction yield, written as a fraction of the theoretical maximum amount of product (1.0 means a 100% yield; for example, 0.34 means a 34% yield). (1) The reactants are [OH:1][C:2]([CH3:7])([CH3:6])[C:3](=O)[CH3:4].[C:8](#[N:12])[CH2:9][C:10]#[N:11].[O-]CC.[Na+].[Na]. The catalyst is C(O)C. The product is [NH:11]=[C:10]1[C:9]([C:8]#[N:12])=[C:3]([CH3:4])[C:2]([CH3:7])([CH3:6])[O:1]1. The yield is 0.440. (2) The reactants are C(NCC(O)=O)(OCC1C2C(=CC=CC=2)C2C1=CC=CC=2)=O.C(Cl)Cl.[OH:26][N:27]1[C:31]2[N:32]=[CH:33][CH:34]=[CH:35][C:30]=2[N:29]=[N:28]1.[CH2:36]([Cl:39])[CH2:37][Cl:38]. The catalyst is CCOC(C)=O. The product is [CH:34]1[CH:33]=[N:32][C:31]2[N:27]([OH:26])[N:28]=[N:29][C:30]=2[CH:35]=1.[CH2:36]([Cl:39])[CH2:37][Cl:38]. The yield is 0.250. (3) The reactants are [F:1][C:2]1[CH:7]=[CH:6][C:5]([CH2:8][C:9]([OH:11])=O)=[CH:4][CH:3]=1.ON1C2C=CC=CC=2N=N1.C1(N=C=NC2CCCCC2)CCCCC1.Cl.[NH2:38][CH:39]([C:45]([O:47][CH2:48][CH3:49])=[O:46])[C:40]([O:42][CH2:43][CH3:44])=[O:41].N1C=CC=CC=1. The catalyst is ClCCl.CN(C=O)C. The product is [F:1][C:2]1[CH:3]=[CH:4][C:5]([CH2:8][C:9]([NH:38][CH:39]([C:40]([O:42][CH2:43][CH3:44])=[O:41])[C:45]([O:47][CH2:48][CH3:49])=[O:46])=[O:11])=[CH:6][CH:7]=1. The yield is 0.930. (4) The yield is 0.570. The reactants are [Cl:1][C:2]1[N:3]=[C:4](Cl)[C:5]2[O:10][CH:9]=[CH:8][C:6]=2[N:7]=1.C(NC(C)C)(C)C.[NH2:19][C:20]1[NH:24][N:23]=[C:22]([C:25]([NH:27][CH:28]2[CH2:31][CH2:30][CH2:29]2)=[O:26])[CH:21]=1. The catalyst is C(O)(C)C. The product is [Cl:1][C:2]1[N:3]=[C:4]([NH:19][C:20]2[NH:24][N:23]=[C:22]([C:25]([NH:27][CH:28]3[CH2:29][CH2:30][CH2:31]3)=[O:26])[CH:21]=2)[C:5]2[O:10][CH:9]=[CH:8][C:6]=2[N:7]=1. (5) The reactants are CC1C=C(C(O)=O)C=CC=1C1C=CC=CC=1C(F)(F)F.[CH3:21][O:22][C:23]1[CH:24]=[C:25]([CH:30]=[CH:31][C:32]=1[C:33]1[C:37]([CH3:38])=[CH:36][S:35][CH:34]=1)[C:26]([O:28]C)=[O:27]. No catalyst specified. The product is [CH3:21][O:22][C:23]1[CH:24]=[C:25]([CH:30]=[CH:31][C:32]=1[C:33]1[C:37]([CH3:38])=[CH:36][S:35][CH:34]=1)[C:26]([OH:28])=[O:27]. The yield is 0.830.